This data is from Experimentally validated miRNA-target interactions with 360,000+ pairs, plus equal number of negative samples. The task is: Binary Classification. Given a miRNA mature sequence and a target amino acid sequence, predict their likelihood of interaction. (1) The miRNA is hsa-miR-708-5p with sequence AAGGAGCUUACAAUCUAGCUGGG. The protein sequence of the target gene is MPFLELDTNLPANRVPAGLEKRLCAAAASILGKPADRVNVTVRPGLAMALSGSTEPCAQLSISSIGVVGTAEDNRSHSAHFFEFLTKELALGQDRFPTVLSTSPAAHGGPRCPGEIIEGKKSCLNEEALFIYFI. Result: 1 (interaction). (2) The miRNA is hsa-miR-103a-3p with sequence AGCAGCAUUGUACAGGGCUAUGA. The protein sequence of the target gene is MGTTSDEMVSVEQTSSSSLNPLCFECGQQHWTRENHLYNYQNEVDDDLVCHICLQPLLQPLDTPCGHTFCYKCLRNFLQEKDFCPLDRKRLHFKLCKKSSILVHKLLDKLLVLCPFSSVCKDVMQRCDLEAHLKNRCPGASHRRVALERRKTSRTQAEIENENGPTLLDPAGTLSPEADCLGTGAVPVERHLTSASLSTWSEEPGLDNPAFEESAGADTTQQPLSLPEGEITTIEIHRSNPYIQLGISIVGGNETPLINIVIQEVYRDGVIARDGRLLAGDQILQVNNYNISNVSHNYAR.... Result: 0 (no interaction). (3) Result: 1 (interaction). The miRNA is mmu-miR-669c-3p with sequence UACACACACACACACAAGUAAA. The protein sequence of the target gene is MAPLALMGVVLLLGVPHCLGEATPTPSLPPPTANDSDASPEGCQGSYRCQPGVLLPVWEPEDPSLGDKVARAVVYFVAMVYMFLGVSIIADRFMASIEVITSKEKEITITKANGETSVGTVRIWNETVSNLTLMALGSSAPEILLTVIEVCGHNFQAGELGPGTIVGSAAFNMFVVIAVCVYVIPAGESRKIKHLRVFFVTASWSIFAYVWLYLILAVFSPGVVQVWEALLTLIFFPVCVVFAWMADKRLLFYKYVYKRYRTDPRSGIIIGAEGDPPKSIELDGTFVGTEVPGELGALGT.... (4) The miRNA is hsa-miR-4767 with sequence CGCGGGCGCUCCUGGCCGCCGCC. The protein sequence of the target gene is MFQGADSQAGKSGSRSMKPPGGESSDLFGSPEEGISSSKPNRMASNIFGPTEEPKNIPKRTNPPGGKGSGIFDESTPVQTRQRLNPPGGKTSDIFGSPVTATAPLAHPNKPKDHVLLCEGEDSKSDLKAATDSTPRGEQSDKGSSKEVEHAKIPEPTPTVDSHEPRLGPRPRSHNKVLNPPGGKSSLSFY. Result: 0 (no interaction). (5) The miRNA is hsa-miR-10b-5p with sequence UACCCUGUAGAACCGAAUUUGUG. The protein sequence of the target gene is MKSPPLLSPCLSWKRMAGIFFLPFISSGFAPRFKQEENFMLGRAHPSQPRFNWSHLTPLELKNRSVGLGTESTGRGKPHFTLEGHKFLIFGGSIHYFRVPREYWRDRLLKLKACGFNTVTTYVPWNLHEPERGKFDFSGNLDLEAFVLMAAEIGLWVILRPGRYICSEMDLGGLPSWLLQDPRLLLRTTNKSFIEAVEKYFDHLIPRVIPLQYRQAGPVIAVQVENEYGSFNKDKTYMPYLHKALLRRGIVELLLTSDGEKHVLSGHTKGVLAAINLQKLHQDTFNQLHKVQRDKPLLIM.... Result: 1 (interaction).